The task is: Predict the reactants needed to synthesize the given product.. This data is from Full USPTO retrosynthesis dataset with 1.9M reactions from patents (1976-2016). (1) Given the product [Br:24][C:2]1[CH2:1][C:9]2[C:4]([CH:3]=1)=[CH:5][CH:6]=[CH:7][C:8]=2[C:10]1[C:19]2[C:14](=[CH:15][CH:16]=[CH:17][CH:18]=2)[CH:13]=[CH:12][CH:11]=1, predict the reactants needed to synthesize it. The reactants are: [CH2:1]1[C:9]2[C:4](=[CH:5][CH:6]=[CH:7][C:8]=2[C:10]2[C:19]3[C:14](=[CH:15][CH:16]=[CH:17][CH:18]=3)[CH:13]=[CH:12][CH:11]=2)[CH:3]=[CH:2]1.CS(C)=O.[Br:24]N1C(=O)CCC1=O. (2) Given the product [ClH:33].[Br:1][C:2]1[CH:3]=[CH:4][C:5]([O:24][C:25]2[CH:26]=[C:27]([CH3:32])[CH:28]=[C:29]([CH3:31])[CH:30]=2)=[C:6]([S:8]([N:11]2[CH2:16][CH2:15][NH:14][CH2:13][CH2:12]2)(=[O:10])=[O:9])[CH:7]=1, predict the reactants needed to synthesize it. The reactants are: [Br:1][C:2]1[CH:3]=[CH:4][C:5]([O:24][C:25]2[CH:30]=[C:29]([CH3:31])[CH:28]=[C:27]([CH3:32])[CH:26]=2)=[C:6]([S:8]([N:11]2[CH2:16][CH2:15][N:14](C(OC(C)(C)C)=O)[CH2:13][CH2:12]2)(=[O:10])=[O:9])[CH:7]=1.[ClH:33].O1CCOCC1. (3) Given the product [Br:1][C:2]1[C:3]([NH:9][CH2:10][CH2:11][NH:12][S:13]([C:16]2[S:17][CH:18]=[C:19]([NH2:21])[CH:20]=2)(=[O:14])=[O:15])=[N:4][C:5]([Cl:8])=[N:6][CH:7]=1, predict the reactants needed to synthesize it. The reactants are: [Br:1][C:2]1[C:3]([NH:9][CH2:10][CH2:11][NH:12][S:13]([C:16]2[S:17][CH:18]=[C:19]([N+:21]([O-])=O)[CH:20]=2)(=[O:15])=[O:14])=[N:4][C:5]([Cl:8])=[N:6][CH:7]=1.BrC1C(NCCNS(C2SC([N+]([O-])=O)=CC=2)(=O)=O)=NC(Cl)=NC=1.[OH-].[Na+].